From a dataset of Catalyst prediction with 721,799 reactions and 888 catalyst types from USPTO. Predict which catalyst facilitates the given reaction. (1) Reactant: [I:1][C:2]1[CH:7]=[CH:6][CH:5]=[CH:4][C:3]=1[NH:8][C:9]([NH:11][CH2:12][C:13]([O:15]CC)=O)=[O:10].[OH-].[Na+]. Product: [I:1][C:2]1[CH:7]=[CH:6][CH:5]=[CH:4][C:3]=1[N:8]1[C:13](=[O:15])[CH2:12][NH:11][C:9]1=[O:10]. The catalyst class is: 5. (2) Reactant: [C:1]([O:5][C:6]([N:8]1[CH2:13][CH2:12][CH:11](OS(C)(=O)=O)[CH2:10][CH2:9]1)=[O:7])([CH3:4])([CH3:3])[CH3:2].[C:19]([O-:22])(=[S:21])[CH3:20].[K+]. Product: [C:1]([O:5][C:6]([N:8]1[CH2:9][CH2:10][CH:11]([S:21][C:19](=[O:22])[CH3:20])[CH2:12][CH2:13]1)=[O:7])([CH3:2])([CH3:3])[CH3:4]. The catalyst class is: 18. (3) Reactant: [Cl:1][C:2]1[S:6][C:5]([CH2:7]C(O)=O)=[CH:4][CH:3]=1.CC[N:13]([CH2:16]C)CC.C1(P(N=[N+]=[N-])(C2C=CC=CC=2)=[O:25])C=CC=CC=1.[NH2:35][C:36]1[C:45]2[C:40](=[CH:41][C:42]([CH2:46][N:47]3[CH2:52][CH2:51][NH:50][CH2:49][C:48]3=[O:53])=[CH:43][CH:44]=2)[N:39]=[CH:38][N:37]=1. Product: [Cl:1][C:2]1[S:6][C:5]([CH2:7][NH:13][C:16]([N:50]2[CH2:51][CH2:52][N:47]([CH2:46][C:42]3[CH:41]=[C:40]4[C:45]([C:36]([NH2:35])=[N:37][CH:38]=[N:39]4)=[CH:44][CH:43]=3)[C:48](=[O:53])[CH2:49]2)=[O:25])=[CH:4][CH:3]=1. The catalyst class is: 2. (4) Reactant: [CH3:1][C:2]([N:9]1[C:17]2[C:12](=[CH:13][CH:14]=[CH:15][CH:16]=2)[CH:11]=[C:10]1[CH3:18])([CH3:8])[C:3](OCC)=[O:4].[H-].[Al+3].[Li+].[H-].[H-].[H-]. Product: [CH3:8][C:2]([N:9]1[C:17]2[C:12](=[CH:13][CH:14]=[CH:15][CH:16]=2)[CH:11]=[C:10]1[CH3:18])([CH3:1])[CH2:3][OH:4]. The catalyst class is: 7. (5) Reactant: [Cl:1][C:2]1[CH:7]=[CH:6][C:5]([C:8]2[S:9][C:10]3[C:11](=[O:26])[N:12]([C:17]4[CH:18]=[C:19]5[C:23](=[CH:24][CH:25]=4)[NH:22][CH2:21][CH2:20]5)[CH2:13][CH2:14][C:15]=3[N:16]=2)=[CH:4][CH:3]=1.[C:27]([O:31][C:32]([N:34]1[CH2:38][CH2:37][CH:36]([C:39](O)=[O:40])[CH2:35]1)=[O:33])([CH3:30])([CH3:29])[CH3:28].CCN(CC)CC.F[P-](F)(F)(F)(F)F.CN(C(=[N+](C)C)ON1C2=NC=CC=C2N=N1)C. Product: [C:27]([O:31][C:32]([N:34]1[CH2:38][CH2:37][CH:36]([C:39]([N:22]2[C:23]3[C:19](=[CH:18][C:17]([N:12]4[CH2:13][CH2:14][C:15]5[N:16]=[C:8]([C:5]6[CH:6]=[CH:7][C:2]([Cl:1])=[CH:3][CH:4]=6)[S:9][C:10]=5[C:11]4=[O:26])=[CH:25][CH:24]=3)[CH2:20][CH2:21]2)=[O:40])[CH2:35]1)=[O:33])([CH3:30])([CH3:29])[CH3:28]. The catalyst class is: 2. (6) Reactant: Cl.[O:2]1CCCO[CH:3]1[C:8]1[CH:13]=[C:12]([O:14][CH3:15])[CH:11]=[CH:10][C:9]=1[NH:16][CH:17]1[CH2:22][CH2:21][N:20]([CH:23]([CH3:25])[CH3:24])[CH2:19][CH2:18]1. Product: [CH:23]([N:20]1[CH2:21][CH2:22][CH:17]([NH:16][C:9]2[CH:10]=[CH:11][C:12]([O:14][CH3:15])=[CH:13][C:8]=2[CH:3]=[O:2])[CH2:18][CH2:19]1)([CH3:25])[CH3:24]. The catalyst class is: 5. (7) Reactant: [NH2:1][C:2]1[C:3]([NH:12][CH2:13][CH2:14][CH2:15][OH:16])=[C:4]([CH:9]=[CH:10][CH:11]=1)[C:5]([O:7][CH3:8])=[O:6].[Cl:17][C:18]1[CH:23]=[C:22]([Cl:24])[CH:21]=[CH:20][C:19]=1[N:25]=[C:26]=[S:27]. Product: [Cl:17][C:18]1[CH:23]=[C:22]([Cl:24])[CH:21]=[CH:20][C:19]=1[NH:25][C:26]([NH:1][C:2]1[C:3]([NH:12][CH2:13][CH2:14][CH2:15][OH:16])=[C:4]([CH:9]=[CH:10][CH:11]=1)[C:5]([O:7][CH3:8])=[O:6])=[S:27]. The catalyst class is: 7. (8) Reactant: [NH2:1][C:2]1[CH:7]=[C:6]([CH3:8])[CH:5]=[C:4]([CH2:9][CH2:10][C:11]2[NH:19][C:14]3=[N:15][CH:16]=[CH:17][CH:18]=[C:13]3[N:12]=2)[N:3]=1.[ClH:20]. Product: [ClH:20].[NH2:1][C:2]1[CH:7]=[C:6]([CH3:8])[CH:5]=[C:4]([CH2:9][CH2:10][C:11]2[NH:19][C:14]3=[N:15][CH:16]=[CH:17][CH:18]=[C:13]3[N:12]=2)[N:3]=1. The catalyst class is: 268.